Dataset: Cav3 T-type calcium channel HTS with 100,875 compounds. Task: Binary Classification. Given a drug SMILES string, predict its activity (active/inactive) in a high-throughput screening assay against a specified biological target. (1) The compound is O(C(=O)CCCc1c2c([nH]c1)cccc2)CC(=O)Nc1cc2OCOc2cc1. The result is 0 (inactive). (2) The molecule is Clc1ccc(C(=O)N2CCN(CC2)c2ccc(NC(=O)c3cccnc3)cc2)cc1. The result is 0 (inactive). (3) The compound is Clc1c(OCC(=O)N\N=C\c2cc(Cn3nc(cc3C)C)c(OC)cc2)cccc1. The result is 0 (inactive). (4) The molecule is Fc1ccc(COn2c(n3nc(cc3C)C)nc3c(c2=O)cccc3)cc1. The result is 0 (inactive).